This data is from Reaction yield outcomes from USPTO patents with 853,638 reactions. The task is: Predict the reaction yield, written as a fraction of the theoretical maximum amount of product (1.0 means a 100% yield; for example, 0.34 means a 34% yield). (1) The reactants are Cl.CN(C)CCCN=C=NCC.ON1C2C=CC=CC=2N=N1.[F:23][C:24]1[CH:25]=[C:26]([CH:30]=[CH:31][C:32]=1[N+:33]([O-:35])=[O:34])[C:27]([OH:29])=O.[CH2:36]([NH:41][CH2:42][CH2:43][CH:44]([CH3:46])[CH3:45])[CH2:37][CH:38]([CH3:40])[CH3:39]. The catalyst is C(Cl)(Cl)Cl.C1COCC1. The product is [F:23][C:24]1[CH:25]=[C:26]([CH:30]=[CH:31][C:32]=1[N+:33]([O-:35])=[O:34])[C:27]([N:41]([CH2:42][CH2:43][CH:44]([CH3:46])[CH3:45])[CH2:36][CH2:37][CH:38]([CH3:39])[CH3:40])=[O:29]. The yield is 0.650. (2) The reactants are C1C=CC(P(C2C(C3C(P(C4C=CC=CC=4)C4C=CC=CC=4)=CC=C4C=3C=CC=C4)=C3C(C=CC=C3)=CC=2)C2C=CC=CC=2)=CC=1.[C:47]([O:51][C:52]([N:54]1[CH2:63][CH2:62][C:57]2([CH2:61][NH:60][CH2:59][CH2:58]2)[CH2:56][CH2:55]1)=[O:53])([CH3:50])([CH3:49])[CH3:48].Cl.Br[C:66]1[CH:71]=[CH:70][N:69]=[CH:68][CH:67]=1. The catalyst is C1(C)C=CC=CC=1.CC([O-])=O.CC([O-])=O.[Pd+2]. The product is [C:47]([O:51][C:52]([N:54]1[CH2:55][CH2:56][C:57]2([CH2:61][N:60]([C:66]3[CH:71]=[CH:70][N:69]=[CH:68][CH:67]=3)[CH2:59][CH2:58]2)[CH2:62][CH2:63]1)=[O:53])([CH3:50])([CH3:48])[CH3:49]. The yield is 0.530. (3) The reactants are [CH3:1][C:2]1([C:20]#[N:21])[C:7]2[N:8]=[C:9]([C:11]3[CH:16]=[CH:15][N:14]=[C:13]4[NH:17][N:18]=[CH:19][C:12]=34)[S:10][C:6]=2[CH2:5][CH2:4][CH2:3]1.[H-].[H-].[H-].[H-].[Li+].[Al+3]. The catalyst is C1COCC1. The product is [CH3:1][C:2]1([CH2:20][NH2:21])[C:7]2[N:8]=[C:9]([C:11]3[CH:16]=[CH:15][N:14]=[C:13]4[NH:17][N:18]=[CH:19][C:12]=34)[S:10][C:6]=2[CH2:5][CH2:4][CH2:3]1. The yield is 0.0400.